This data is from Forward reaction prediction with 1.9M reactions from USPTO patents (1976-2016). The task is: Predict the product of the given reaction. (1) Given the reactants [Cl:1][C:2]1[N:7]=[C:6]([CH:8]([OH:10])[CH3:9])[C:5]2[C:11]([O:33][CH3:34])=[N:12][N:13]([C:14]([C:27]3[CH:32]=[CH:31][CH:30]=[CH:29][CH:28]=3)([C:21]3[CH:26]=[CH:25][CH:24]=[CH:23][CH:22]=3)[C:15]3[CH:20]=[CH:19][CH:18]=[CH:17][CH:16]=3)[C:4]=2[CH:3]=1.CC(OI1(OC(C)=O)(OC(C)=O)OC(=O)C2C=CC=CC1=2)=O, predict the reaction product. The product is: [Cl:1][C:2]1[N:7]=[C:6]([C:8](=[O:10])[CH3:9])[C:5]2[C:11]([O:33][CH3:34])=[N:12][N:13]([C:14]([C:21]3[CH:26]=[CH:25][CH:24]=[CH:23][CH:22]=3)([C:15]3[CH:16]=[CH:17][CH:18]=[CH:19][CH:20]=3)[C:27]3[CH:32]=[CH:31][CH:30]=[CH:29][CH:28]=3)[C:4]=2[CH:3]=1. (2) Given the reactants Br[CH:2]([CH3:6])[C:3](=O)C.[F:7][C:8]1[CH:9]=[C:10]([CH:34]=[CH:35][CH:36]=1)[CH2:11][N:12]1[C:24]2[CH2:23][CH2:22][C@@H:21]([NH:25][C:26](=[O:30])[CH:27]([CH3:29])[CH3:28])[CH2:20][C:19]=2[C:18]2[C:13]1=[CH:14][CH:15]=[C:16]([C:31](=[S:33])[NH2:32])[CH:17]=2.[CH3:37]N(C=O)C, predict the reaction product. The product is: [F:7][C:8]1[CH:9]=[C:10]([CH:34]=[CH:35][CH:36]=1)[CH2:11][N:12]1[C:24]2[CH2:23][CH2:22][C@@H:21]([NH:25][C:26](=[O:30])[CH:27]([CH3:28])[CH3:29])[CH2:20][C:19]=2[C:18]2[C:13]1=[CH:14][CH:15]=[C:16]([CH:31]1[N:32]([CH3:37])[C:2]([CH3:6])=[CH:3][S:33]1)[CH:17]=2.